From a dataset of Reaction yield outcomes from USPTO patents with 853,638 reactions. Predict the reaction yield, written as a fraction of the theoretical maximum amount of product (1.0 means a 100% yield; for example, 0.34 means a 34% yield). (1) The reactants are [Cl:1][C:2]1[CH:8]=[C:7]([O:9][C:10]2[C:19]3[C:14](=[CH:15][C:16]([O:22][CH3:23])=[C:17]([O:20][CH3:21])[CH:18]=3)[N:13]=[CH:12][N:11]=2)[CH:6]=[CH:5][C:3]=1[NH2:4].ClC(Cl)(O[C:28](=[O:34])OC(Cl)(Cl)Cl)Cl.[CH2:36]([NH:38][CH2:39][CH2:40][CH3:41])[CH3:37].CO. The catalyst is C(Cl)(Cl)Cl.C(N(CC)CC)C. The yield is 0.370. The product is [Cl:1][C:2]1[CH:8]=[C:7]([O:9][C:10]2[C:19]3[C:14](=[CH:15][C:16]([O:22][CH3:23])=[C:17]([O:20][CH3:21])[CH:18]=3)[N:13]=[CH:12][N:11]=2)[CH:6]=[CH:5][C:3]=1[NH:4][C:28](=[O:34])[N:38]([CH2:36][CH3:37])[CH2:39][CH2:40][CH3:41]. (2) The reactants are [Si]([O:18][CH2:19][CH:20]([N:22]([CH3:61])[C:23]([C:25]1[CH:33]=[C:32]2[C:28]([CH:29]=[C:30]([C:42]3[C:50]4[CH2:49][CH2:48][C:47]([CH3:52])([CH3:51])[CH2:46][C:45]=4[N:44](COCC[Si](C)(C)C)[N:43]=3)[N:31]2COCC[Si](C)(C)C)=[CH:27][CH:26]=1)=[O:24])[CH3:21])(C(C)(C)C)(C1C=CC=CC=1)C1C=CC=CC=1.[F-].C([N+](CCCC)(CCCC)CCCC)CCC. The catalyst is CN(C)C=O. The product is [OH:18][CH2:19][CH:20]([N:22]([CH3:61])[C:23]([C:25]1[CH:33]=[C:32]2[C:28]([CH:29]=[C:30]([C:42]3[C:50]4[CH2:49][CH2:48][C:47]([CH3:52])([CH3:51])[CH2:46][C:45]=4[NH:44][N:43]=3)[NH:31]2)=[CH:27][CH:26]=1)=[O:24])[CH3:21]. The yield is 0.900.